The task is: Predict the reactants needed to synthesize the given product.. This data is from Full USPTO retrosynthesis dataset with 1.9M reactions from patents (1976-2016). (1) Given the product [CH3:11][C:2]([NH:12][C:13](=[O:14])[O:15][CH2:16][C:17]1[CH:22]=[CH:21][CH:20]=[CH:19][CH:18]=1)([CH2:3][CH2:4][NH:5][CH2:6][C:7]([F:8])([F:9])[F:10])[CH3:1], predict the reactants needed to synthesize it. The reactants are: [CH3:1][C:2]([NH2:12])([CH3:11])[CH2:3][CH2:4][NH:5][CH2:6][C:7]([F:10])([F:9])[F:8].[C:13](ON1C(=O)CCC1=O)([O:15][CH2:16][C:17]1[CH:22]=[CH:21][CH:20]=[CH:19][CH:18]=1)=[O:14]. (2) Given the product [CH2:2]([N:1]([CH2:23][C:24]([O:25][CH3:26])=[O:9])[CH2:15][C:16]([O:18][CH3:19])=[O:17])[CH2:3][CH2:4][CH2:5][C:6]#[CH:7], predict the reactants needed to synthesize it. The reactants are: [NH2:1][CH2:2][CH2:3][CH2:4][CH2:5][C:6]#[CH:7].C([O-])([O-])=[O:9].[K+].[K+].Br[CH2:15][C:16]([O:18][CH3:19])=[O:17].N#N.C1[CH2:26][O:25][CH2:24][CH2:23]1.